Task: Regression. Given two drug SMILES strings and cell line genomic features, predict the synergy score measuring deviation from expected non-interaction effect.. Dataset: NCI-60 drug combinations with 297,098 pairs across 59 cell lines (1) Drug 1: C1=CC(=C2C(=C1NCCNCCO)C(=O)C3=C(C=CC(=C3C2=O)O)O)NCCNCCO. Synergy scores: CSS=95.1, Synergy_ZIP=8.48, Synergy_Bliss=8.24, Synergy_Loewe=8.47, Synergy_HSA=11.3. Cell line: HL-60(TB). Drug 2: CC1OCC2C(O1)C(C(C(O2)OC3C4COC(=O)C4C(C5=CC6=C(C=C35)OCO6)C7=CC(=C(C(=C7)OC)O)OC)O)O. (2) Cell line: MCF7. Drug 2: CS(=O)(=O)OCCCCOS(=O)(=O)C. Synergy scores: CSS=8.30, Synergy_ZIP=-2.05, Synergy_Bliss=0.159, Synergy_Loewe=7.01, Synergy_HSA=2.26. Drug 1: C#CCC(CC1=CN=C2C(=N1)C(=NC(=N2)N)N)C3=CC=C(C=C3)C(=O)NC(CCC(=O)O)C(=O)O. (3) Drug 1: CN(CCCl)CCCl.Cl. Drug 2: C(CN)CNCCSP(=O)(O)O. Cell line: T-47D. Synergy scores: CSS=24.7, Synergy_ZIP=-0.961, Synergy_Bliss=7.63, Synergy_Loewe=-9.37, Synergy_HSA=6.44. (4) Drug 1: CCCS(=O)(=O)NC1=C(C(=C(C=C1)F)C(=O)C2=CNC3=C2C=C(C=N3)C4=CC=C(C=C4)Cl)F. Drug 2: COCCOC1=C(C=C2C(=C1)C(=NC=N2)NC3=CC=CC(=C3)C#C)OCCOC.Cl. Cell line: CCRF-CEM. Synergy scores: CSS=-6.28, Synergy_ZIP=0.101, Synergy_Bliss=-4.05, Synergy_Loewe=-6.39, Synergy_HSA=-6.58. (5) Drug 1: CC(C1=C(C=CC(=C1Cl)F)Cl)OC2=C(N=CC(=C2)C3=CN(N=C3)C4CCNCC4)N. Drug 2: COC1=CC(=CC(=C1O)OC)C2C3C(COC3=O)C(C4=CC5=C(C=C24)OCO5)OC6C(C(C7C(O6)COC(O7)C8=CC=CS8)O)O. Cell line: SK-MEL-5. Synergy scores: CSS=13.5, Synergy_ZIP=-8.18, Synergy_Bliss=0.357, Synergy_Loewe=-19.4, Synergy_HSA=-4.00. (6) Drug 1: COC1=CC(=CC(=C1O)OC)C2C3C(COC3=O)C(C4=CC5=C(C=C24)OCO5)OC6C(C(C7C(O6)COC(O7)C8=CC=CS8)O)O. Drug 2: CN1C2=C(C=C(C=C2)N(CCCl)CCCl)N=C1CCCC(=O)O.Cl. Cell line: HCT116. Synergy scores: CSS=57.3, Synergy_ZIP=4.34, Synergy_Bliss=6.21, Synergy_Loewe=-52.9, Synergy_HSA=4.72.